This data is from Forward reaction prediction with 1.9M reactions from USPTO patents (1976-2016). The task is: Predict the product of the given reaction. (1) Given the reactants [CH3:1][N:2]([CH2:4][CH2:5][OH:6])[CH3:3].[H-].[Na+].F[C:10]1[CH:17]=[C:16]([C:18]([F:21])([F:20])[F:19])[CH:15]=[CH:14][C:11]=1[C:12]#[N:13], predict the reaction product. The product is: [CH3:1][N:2]([CH3:3])[CH2:4][CH2:5][O:6][C:10]1[CH:17]=[C:16]([C:18]([F:19])([F:21])[F:20])[CH:15]=[CH:14][C:11]=1[C:12]#[N:13]. (2) Given the reactants [C:1]([CH2:4][C:5]1[CH:13]=[CH:12][C:8]([C:9]([OH:11])=[O:10])=[C:7]([OH:14])[CH:6]=1)([OH:3])=[O:2].C(O[C:22]([C:24](F)(F)F)=O)(C(F)(F)F)=O.[C:28](O)(C(F)(F)F)=O, predict the reaction product. The product is: [CH3:28][C:22]1([CH3:24])[O:14][C:7]2[CH:6]=[C:5]([CH2:4][C:1]([OH:3])=[O:2])[CH:13]=[CH:12][C:8]=2[C:9](=[O:11])[O:10]1.